From a dataset of Full USPTO retrosynthesis dataset with 1.9M reactions from patents (1976-2016). Predict the reactants needed to synthesize the given product. (1) Given the product [F:58][C:56]1[CH:55]=[CH:54][C:51]2[S:52][CH:53]=[C:49]([CH2:48][N:34]3[C:35]4[C:40](=[CH:39][CH:38]=[CH:37][CH:36]=4)[C:41]([CH2:42][NH:43][C:44]([O:46][CH3:47])=[O:45])=[C:33]3[C:31]([OH:32])=[O:30])[C:50]=2[CH:57]=1, predict the reactants needed to synthesize it. The reactants are: C(OC(C1N(CC2C3C=C(F)C=CC=3SC=2)C2C(C=1C=O)=CC=CC=2)=O)C.C([O:30][C:31]([C:33]1[N:34]([CH2:48][C:49]2[C:50]3[CH:57]=[C:56]([F:58])[CH:55]=[CH:54][C:51]=3[S:52][CH:53]=2)[C:35]2[C:40]([C:41]=1[CH2:42][NH:43][C:44]([O:46][CH3:47])=[O:45])=[CH:39][CH:38]=[CH:37][CH:36]=2)=[O:32])C. (2) Given the product [Br:3][C:4]1[CH:9]=[CH:8][C:7]([CH:10]([CH:18]=[O:19])[C:11]#[N:12])=[CH:6][C:5]=1[O:13][CH3:14], predict the reactants needed to synthesize it. The reactants are: [H-].[Na+].[Br:3][C:4]1[CH:9]=[CH:8][C:7]([CH2:10][C:11]#[N:12])=[CH:6][C:5]=1[O:13][CH3:14].O.C1C[O:19][CH2:18]C1.